From a dataset of Serine/threonine kinase 33 screen with 319,792 compounds. Binary Classification. Given a drug SMILES string, predict its activity (active/inactive) in a high-throughput screening assay against a specified biological target. (1) The drug is o1c2c(c(=O)c(O)c1c1cc(O)c(O)cc1)c(O)cc(O)c2. The result is 1 (active). (2) The molecule is S1(=O)(=O)C(CC(=O)N(c2c1cccc2)CC(=O)N1CCCCC1)c1ccccc1. The result is 0 (inactive). (3) The drug is Clc1cc(N2CCN(S(=O)(=O)c3c(C(=O)N4CCCC4)c([nH]c3C)C)CC2)c(cc1)C. The result is 0 (inactive). (4) The molecule is o1nc(nc1CN(C(C)C)C(=O)COc1ccccc1)c1ccccc1. The result is 0 (inactive). (5) The drug is S(CC(=O)N(C1(CCCCC1)C#N)C)c1[nH]ncn1. The result is 0 (inactive). (6) The result is 0 (inactive). The molecule is O(CCCCCCCCCC)Cn1c2c([n+](c1)Cc1ccccc1)cccc2. (7) The drug is Clc1cc(Nc2nc(c3cc(NCCCO)ncc3)ccn2)ccc1. The result is 1 (active). (8) The compound is Oc1cc(C(=O)/C(=C\c2cc(O)c(O)cc2)C#N)ccc1O. The result is 1 (active). (9) The molecule is S(=O)(=O)(NCc1occc1)c1ccc(cc1)/C=C\C(O)=O. The result is 0 (inactive). (10) The molecule is O=C(NCc1cc2OCOc2cc1)CN1CCC(NC(=O)Nc2ccc(cc2)C(OCC)=O)CC1. The result is 0 (inactive).